Dataset: Full USPTO retrosynthesis dataset with 1.9M reactions from patents (1976-2016). Task: Predict the reactants needed to synthesize the given product. (1) Given the product [N:4]([C:3]1[C:5]([CH3:12])=[CH:6][C:7]([CH2:9][O:10][CH3:11])=[CH:8][C:2]=1[CH3:1])=[C:22]=[O:23], predict the reactants needed to synthesize it. The reactants are: [CH3:1][C:2]1[CH:8]=[C:7]([CH2:9][O:10][CH3:11])[CH:6]=[C:5]([CH3:12])[C:3]=1[NH2:4].CCN(C(C)C)C(C)C.[C:22](Cl)(Cl)=[O:23]. (2) Given the product [CH3:18][S:19]([O:7][CH2:6][C:5]1[CH:8]=[CH:9][CH:10]=[C:3]([C:1]#[N:2])[CH:4]=1)(=[O:21])=[O:20], predict the reactants needed to synthesize it. The reactants are: [C:1]([C:3]1[CH:4]=[C:5]([CH:8]=[CH:9][CH:10]=1)[CH2:6][OH:7])#[N:2].C(N(CC)CC)C.[CH3:18][S:19](Cl)(=[O:21])=[O:20]. (3) Given the product [CH:1]1([O:6][C:7]2[N:12]=[C:11]([CH2:13][C:14]3[CH:15]=[CH:16][C:17]([CH2:20][C:21]([NH2:29])=[O:23])=[CH:18][CH:19]=3)[CH:10]=[C:9]([C:25]([F:28])([F:27])[F:26])[N:8]=2)[CH2:2][CH2:3][CH2:4][CH2:5]1, predict the reactants needed to synthesize it. The reactants are: [CH:1]1([O:6][C:7]2[N:12]=[C:11]([CH2:13][C:14]3[CH:19]=[CH:18][C:17]([CH2:20][C:21]([O:23]C)=O)=[CH:16][CH:15]=3)[CH:10]=[C:9]([C:25]([F:28])([F:27])[F:26])[N:8]=2)[CH2:5][CH2:4][CH2:3][CH2:2]1.[NH3:29]. (4) Given the product [F:1][C:2]1[C:7]([F:8])=[C:6]([O:9][C:10](=[O:34])[C:3]2[CH:2]=[CH:7][C:6]([C@H:28]3[CH2:29][CH2:30][C@H:31]([CH2:11][CH2:12][CH2:13][CH2:14][CH3:15])[CH2:32][CH2:33]3)=[CH:5][CH:4]=2)[CH:5]=[CH:4][C:3]=1[C:10]1[CH:15]=[CH:14][C:13]([CH2:16][CH2:17][CH3:18])=[CH:12][CH:11]=1, predict the reactants needed to synthesize it. The reactants are: [F:1][C:2]1[C:7]([F:8])=[C:6]([OH:9])[CH:5]=[CH:4][C:3]=1[C:10]1[CH:15]=[CH:14][C:13]([CH2:16][CH2:17][CH3:18])=[CH:12][CH:11]=1.[CH2:28]1[CH2:33][CH2:32][CH:31](N=C=N[CH:28]2[CH2:33][CH2:32][CH2:31][CH2:30][CH2:29]2)[CH2:30][CH2:29]1.[OH2:34]. (5) Given the product [C:26]([C:25]1[CH:24]=[CH:23][C:22]([CH:4]2[N:3]([S:33]([CH2:36][CH2:37][CH2:38][C:39]([O:41][CH3:42])=[O:40])(=[O:35])=[O:34])[C:2](=[O:1])[N:7]([C:8]3[CH:13]=[CH:12][CH:11]=[C:10]([C:14]([F:15])([F:16])[F:17])[CH:9]=3)[C:6]3[CH2:18][CH2:19][C:20](=[O:21])[C:5]2=3)=[CH:29][CH:28]=1)#[N:27], predict the reactants needed to synthesize it. The reactants are: [O:1]=[C:2]1[N:7]([C:8]2[CH:13]=[CH:12][CH:11]=[C:10]([C:14]([F:17])([F:16])[F:15])[CH:9]=2)[C:6]2[CH2:18][CH2:19][C:20](=[O:21])[C:5]=2[CH:4]([C:22]2[CH:29]=[CH:28][C:25]([C:26]#[N:27])=[CH:24][CH:23]=2)[NH:3]1.[H-].[Na+].Cl[S:33]([CH2:36][CH2:37][CH2:38][C:39]([O:41][CH3:42])=[O:40])(=[O:35])=[O:34].